Dataset: Forward reaction prediction with 1.9M reactions from USPTO patents (1976-2016). Task: Predict the product of the given reaction. (1) Given the reactants [C:1]([C:4]1[CH:5]=[C:6]([Br:18])[CH:7]=[C:8]2[C:13]=1[O:12][C:11]([CH3:15])([CH3:14])[CH2:10][C:9]2([CH3:17])[CH3:16])(=O)[CH3:2].C([SiH](CC)CC)C, predict the reaction product. The product is: [Br:18][C:6]1[CH:7]=[C:8]2[C:13](=[C:4]([CH2:1][CH3:2])[CH:5]=1)[O:12][C:11]([CH3:15])([CH3:14])[CH2:10][C:9]2([CH3:16])[CH3:17]. (2) The product is: [N:1]1[N:2]([C:10]2[CH:15]=[C:14]([C:16]([CH3:23])([CH3:22])[CH2:17][C:18]([CH3:21])([CH3:20])[CH3:19])[CH:13]=[C:12]([CH2:11][Cl:27])[C:25]=2[OH:26])[N:3]=[C:4]2[CH:9]=[CH:8][CH:7]=[CH:6][C:5]=12. Given the reactants [N:1]1[N:2]([C:10]2[CH:15]=[C:14]([C:16]([CH3:23])([CH3:22])[CH2:17][C:18]([CH3:21])([CH3:20])[CH3:19])[CH:13]=[CH:12][C:11]=2O)[N:3]=[C:4]2[CH:9]=[CH:8][CH:7]=[CH:6][C:5]=12.[CH2:25]=[O:26].[ClH:27], predict the reaction product. (3) Given the reactants [N+:1]([C:4]1[CH:9]=[CH:8][C:7]([C:10]2[CH:15]=[CH:14][CH:13]=[CH:12][CH:11]=2)=[CH:6][C:5]=1[OH:16])([O-])=O, predict the reaction product. The product is: [NH2:1][C:4]1[CH:9]=[CH:8][C:7]([C:10]2[CH:15]=[CH:14][CH:13]=[CH:12][CH:11]=2)=[CH:6][C:5]=1[OH:16].